From a dataset of Reaction yield outcomes from USPTO patents with 853,638 reactions. Predict the reaction yield, written as a fraction of the theoretical maximum amount of product (1.0 means a 100% yield; for example, 0.34 means a 34% yield). (1) The reactants are Cl[C:2]1[N:3]=[N:4][C:5]([O:8][CH3:9])=[CH:6][CH:7]=1. The catalyst is [Br-].C([N+](CCCC)(CCCC)CCCC)CCC.Cl[Ni](Cl)([P](C1C=CC=CC=1)(C1C=CC=CC=1)C1C=CC=CC=1)[P](C1C=CC=CC=1)(C1C=CC=CC=1)C1C=CC=CC=1.[Zn].CN(C=O)C. The product is [CH3:9][O:8][C:5]1[N:4]=[N:3][C:2]([C:2]2[N:3]=[N:4][C:5]([O:8][CH3:9])=[CH:6][CH:7]=2)=[CH:7][CH:6]=1. The yield is 0.960. (2) The reactants are [Cl:1][C:2]1[CH:3]=[C:4]([CH:19]=[CH:20][CH:21]=1)[C:5]([NH:7][N:8]=[C:9]([C:13]1[CH:18]=[CH:17][CH:16]=[CH:15][CH:14]=1)[CH:10]=[N:11][OH:12])=[O:6].[CH3:22]I. The catalyst is CO.C(Cl)Cl.[Ag-]=O. The product is [Cl:1][C:2]1[CH:3]=[C:4]([CH:19]=[CH:20][CH:21]=1)[C:5]([NH:7][N:8]=[C:9]([C:13]1[CH:14]=[CH:15][CH:16]=[CH:17][CH:18]=1)[CH:10]=[N:11][O:12][CH3:22])=[O:6]. The yield is 0.370.